This data is from Catalyst prediction with 721,799 reactions and 888 catalyst types from USPTO. The task is: Predict which catalyst facilitates the given reaction. (1) Reactant: [CH3:1][O:2][C:3](=[O:19])[CH:4]([NH:11][C:12]([O:14][C:15]([CH3:18])([CH3:17])[CH3:16])=[O:13])P(OC)(OC)=O.CC1(C)[O:26][C:25](=O)[CH:24]=[C:23]([CH3:28])O1.N1C(C)=CC=CC=1C. Product: [CH3:1][O:2][C:3]([CH:4]1[C:23]([CH3:28])=[CH:24][C:25](=[O:26])[N:11]1[C:12]([O:14][C:15]([CH3:16])([CH3:17])[CH3:18])=[O:13])=[O:19]. The catalyst class is: 11. (2) Reactant: [Br:1]Br.[CH3:3][O:4][C:5]1[CH:10]=[CH:9][C:8]([C:11]2[CH:16]=[CH:15][N:14]=[CH:13][CH:12]=2)=[CH:7][CH:6]=1. Product: [Br:1][C:10]1[CH:9]=[C:8]([C:11]2[CH:12]=[CH:13][N:14]=[CH:15][CH:16]=2)[CH:7]=[CH:6][C:5]=1[O:4][CH3:3]. The catalyst class is: 15. (3) The catalyst class is: 44. Reactant: [CH3:1][N:2]1[CH:6]=[C:5]([C:7](O)=O)[N:4]=[CH:3]1.C(Cl)CCl.C1C=CC2N(O)N=NC=2C=1.[NH:24]([C:26]1[N:35]=[CH:34][CH:33]=[C:32]2[C:27]=1[CH:28]=[C:29]([C:58]1[CH:63]=[CH:62][CH:61]=[CH:60][CH:59]=1)[C:30]([C:36]1[CH:41]=[CH:40][C:39]([C:42]3([NH:50][C:51](=[O:57])[O:52][C:53]([CH3:56])([CH3:55])[CH3:54])[CH2:45][C:44]4([O:49][CH2:48][CH2:47][O:46]4)[CH2:43]3)=[CH:38][CH:37]=1)=[N:31]2)[NH2:25].C(O)(=O)C. Product: [C:53]([O:52][C:51](=[O:57])[NH:50][C:42]1([C:39]2[CH:38]=[CH:37][C:36]([C:30]3[C:29]([C:58]4[CH:59]=[CH:60][CH:61]=[CH:62][CH:63]=4)=[CH:28][C:27]4[C:26]5=[N:24][N:25]=[C:7]([C:5]6[N:4]=[CH:3][N:2]([CH3:1])[CH:6]=6)[N:35]5[CH:34]=[CH:33][C:32]=4[N:31]=3)=[CH:41][CH:40]=2)[CH2:45][C:44]2([O:46][CH2:47][CH2:48][O:49]2)[CH2:43]1)([CH3:56])([CH3:54])[CH3:55]. (4) Reactant: [C:1]([O:5][C:6]([N:8]1[CH2:12][C@@H:11]([OH:13])[CH2:10][C@H:9]1[C:14]([OH:16])=[O:15])=[O:7])([CH3:4])([CH3:3])[CH3:2].N1C=CN=C1.CN(C)C=O.[C:27]([Si:31](Cl)([CH3:33])[CH3:32])([CH3:30])([CH3:29])[CH3:28]. Product: [C:1]([O:5][C:6]([N:8]1[CH2:12][C@@H:11]([O:13][Si:31]([C:27]([CH3:30])([CH3:29])[CH3:28])([CH3:33])[CH3:32])[CH2:10][C@H:9]1[C:14]([OH:16])=[O:15])=[O:7])([CH3:4])([CH3:2])[CH3:3]. The catalyst class is: 46.